Dataset: Full USPTO retrosynthesis dataset with 1.9M reactions from patents (1976-2016). Task: Predict the reactants needed to synthesize the given product. (1) Given the product [CH:52]([N:48]([CH:49]([CH3:51])[CH3:50])[CH2:47][CH2:46][O:45][C:44]1[CH:55]=[CH:56][C:57]([CH2:59][CH2:60][C:61]2[CH:66]=[C:65]([OH:67])[CH:64]=[CH:63][C:62]=2[CH:69]2[CH2:78][CH2:77][C:76]3[CH:75]=[C:74]([OH:79])[CH:73]=[CH:72][C:71]=3[CH2:70]2)=[CH:58][C:43]=1[F:42])([CH3:54])[CH3:53], predict the reactants needed to synthesize it. The reactants are: FC1C=C(CCC2C=C(OC)C=CC=2C2CCC3C(=CC=C(OC)C=3)C2)C=CC=1O.Cl.ClCCN(C(C)C)C(C)C.[F:42][C:43]1[CH:58]=[C:57]([CH2:59][CH2:60][C:61]2[CH:66]=[C:65]([O:67]C)[CH:64]=[CH:63][C:62]=2[CH:69]2[CH2:78][CH2:77][C:76]3[C:71](=[CH:72][CH:73]=[C:74]([O:79]C)[CH:75]=3)[CH2:70]2)[CH:56]=[CH:55][C:44]=1[O:45][CH2:46][CH2:47][N:48]([CH:52]([CH3:54])[CH3:53])[CH:49]([CH3:51])[CH3:50]. (2) Given the product [Br:12][C:4]1[C:5]2[C:10](=[CH:9][CH:8]=[CH:7][CH:6]=2)[C:1](=[O:11])[NH:2][CH:3]=1, predict the reactants needed to synthesize it. The reactants are: [C:1]1([OH:11])[C:10]2[C:5](=[CH:6][CH:7]=[CH:8][CH:9]=2)[CH:4]=[CH:3][N:2]=1.[Br:12]N1C(=O)CCC1=O. (3) Given the product [CH2:1]([P:3]([CH2:6][CH3:7])(=[O:4])[O-:5])[CH3:2].[Al+3:10].[CH2:1]([P:3]([CH2:6][CH3:7])(=[O:4])[O-:5])[CH3:2].[CH2:1]([P:3]([CH2:6][CH3:7])(=[O:4])[O-:5])[CH3:2], predict the reactants needed to synthesize it. The reactants are: [CH2:1]([P:3]([CH2:6][CH3:7])(=[O:5])[O-:4])[CH3:2].[Na+].[OH-].[Al+3:10].[OH-].[OH-].